From a dataset of Peptide-MHC class I binding affinity with 185,985 pairs from IEDB/IMGT. Regression. Given a peptide amino acid sequence and an MHC pseudo amino acid sequence, predict their binding affinity value. This is MHC class I binding data. (1) The peptide sequence is NSKSRICVI. The MHC is HLA-B08:01 with pseudo-sequence HLA-B08:01. The binding affinity (normalized) is 0.777. (2) The peptide sequence is SEILRTLGF. The MHC is HLA-B40:02 with pseudo-sequence HLA-B40:02. The binding affinity (normalized) is 0.628. (3) The peptide sequence is ERLKARGSL. The MHC is HLA-A03:01 with pseudo-sequence HLA-A03:01. The binding affinity (normalized) is 0. (4) The peptide sequence is TISGNIYSA. The MHC is HLA-A02:03 with pseudo-sequence HLA-A02:03. The binding affinity (normalized) is 0.728. (5) The peptide sequence is RENHTEGLL. The MHC is HLA-B15:42 with pseudo-sequence HLA-B15:42. The binding affinity (normalized) is 0.213. (6) The peptide sequence is KVMALPIPH. The MHC is HLA-A31:01 with pseudo-sequence HLA-A31:01. The binding affinity (normalized) is 0.546. (7) The MHC is HLA-A29:02 with pseudo-sequence HLA-A29:02. The binding affinity (normalized) is 0.820. The peptide sequence is SQRWCSLRY.